From a dataset of Forward reaction prediction with 1.9M reactions from USPTO patents (1976-2016). Predict the product of the given reaction. (1) Given the reactants Br[CH2:2][C:3]1[CH:12]=[CH:11][C:6]([C:7]([O:9][CH3:10])=[O:8])=[CH:5][CH:4]=1.[Br:13][C:14]1[CH:15]=[C:16]([OH:20])[CH:17]=[CH:18][CH:19]=1.C(=O)([O-])[O-].[K+].[K+].O, predict the reaction product. The product is: [Br:13][C:14]1[CH:15]=[C:16]([CH:17]=[CH:18][CH:19]=1)[O:20][CH2:2][C:3]1[CH:12]=[CH:11][C:6]([C:7]([O:9][CH3:10])=[O:8])=[CH:5][CH:4]=1. (2) Given the reactants [CH2:1]1[CH2:35][O:34][C@:5]2([C@:22]3([CH3:23])[C@H:8]([C@H:9]4[C@H:19]([CH2:20][CH2:21]3)[C@:17]3([CH3:18])[C@H:12]([CH2:13][C@@H:14]([O:24][C:25](=[O:32])[C:26]5[CH:31]=[CH:30][CH:29]=[CH:28][CH:27]=5)[CH2:15][CH2:16]3)[CH2:11][C:10]4=[O:33])[CH2:7][CH2:6]2)[CH:3]([CH3:4])[O:2]1.C([BH-](C(CC)C)C(CC)C)(CC)C.[Li+].[OH-].[Na+].OO, predict the reaction product. The product is: [CH2:1]1[CH2:35][O:34][C@:5]2([C@:22]3([CH3:23])[C@H:8]([C@H:9]4[C@H:19]([CH2:20][CH2:21]3)[C@:17]3([CH3:18])[C@H:12]([CH2:13][C@@H:14]([O:24][C:25](=[O:32])[C:26]5[CH:27]=[CH:28][CH:29]=[CH:30][CH:31]=5)[CH2:15][CH2:16]3)[CH2:11][C@H:10]4[OH:33])[CH2:7][CH2:6]2)[CH:3]([CH3:4])[O:2]1.